Dataset: Full USPTO retrosynthesis dataset with 1.9M reactions from patents (1976-2016). Task: Predict the reactants needed to synthesize the given product. (1) Given the product [F:1][C:2]1[CH:7]=[CH:6][C:5]([C:19]2[N:23]3[CH:24]=[CH:25][C:26]([C:28]([F:29])([F:30])[F:31])=[N:27][C:22]3=[N:21][CH:20]=2)=[CH:4][C:3]=1[C:11]1[CH:16]=[CH:15][C:14]([F:17])=[CH:13][N:12]=1, predict the reactants needed to synthesize it. The reactants are: [F:1][C:2]1[CH:7]=[CH:6][C:5](B(O)O)=[CH:4][C:3]=1[C:11]1[CH:16]=[CH:15][C:14]([F:17])=[CH:13][N:12]=1.Br[C:19]1[N:23]2[CH:24]=[CH:25][C:26]([C:28]([F:31])([F:30])[F:29])=[N:27][C:22]2=[N:21][CH:20]=1. (2) Given the product [Cl:1][C:2]1[CH:7]=[CH:6][CH:5]=[CH:4][C:3]=1[NH:8][C:9]1[N:14]2[N:15]=[CH:16][C:17]([S:18]([NH:21][C:43](=[O:44])[O:45][CH3:46])(=[O:19])=[O:20])=[C:13]2[N:12]=[CH:11][C:10]=1[C:22]([N:24]1[CH2:25][CH2:26][CH:27]([C:30]2[CH:35]=[CH:34][CH:33]=[CH:32][CH:31]=2)[CH2:28][CH2:29]1)=[O:23], predict the reactants needed to synthesize it. The reactants are: [Cl:1][C:2]1[CH:7]=[CH:6][CH:5]=[CH:4][C:3]=1[NH:8][C:9]1[N:14]2[N:15]=[CH:16][C:17]([S:18]([NH2:21])(=[O:20])=[O:19])=[C:13]2[N:12]=[CH:11][C:10]=1[C:22]([N:24]1[CH2:29][CH2:28][CH:27]([C:30]2[CH:35]=[CH:34][CH:33]=[CH:32][CH:31]=2)[CH2:26][CH2:25]1)=[O:23].N1C=CC=CC=1.Cl[C:43]([O:45][CH3:46])=[O:44].Cl.